Task: Predict which catalyst facilitates the given reaction.. Dataset: Catalyst prediction with 721,799 reactions and 888 catalyst types from USPTO (1) Reactant: Br[C:2]1[CH:3]=[C:4]2[C:9](=[CH:10][CH:11]=1)[CH:8]=[C:7]([C:12]([NH:14][CH3:15])=[O:13])[CH:6]=[CH:5]2.CCCCCCC.C([Mg]CCCC)CCC.CCCCCC.C([Li])CCC.[C:43]([N:62]1[CH:66]=[C:65]([CH:67]=[O:68])[N:64]=[CH:63]1)([C:56]1[CH:61]=[CH:60][CH:59]=[CH:58][CH:57]=1)([C:50]1[CH:55]=[CH:54][CH:53]=[CH:52][CH:51]=1)[C:44]1[CH:49]=[CH:48][CH:47]=[CH:46][CH:45]=1.[Cl-].[NH4+]. Product: [OH:68][CH:67]([C:65]1[N:64]=[CH:63][N:62]([C:43]([C:44]2[CH:49]=[CH:48][CH:47]=[CH:46][CH:45]=2)([C:50]2[CH:51]=[CH:52][CH:53]=[CH:54][CH:55]=2)[C:56]2[CH:61]=[CH:60][CH:59]=[CH:58][CH:57]=2)[CH:66]=1)[C:2]1[CH:3]=[C:4]2[C:9](=[CH:10][CH:11]=1)[CH:8]=[C:7]([C:12]([NH:14][CH3:15])=[O:13])[CH:6]=[CH:5]2. The catalyst class is: 7. (2) Reactant: [CH3:1][C:2]1[C:6]([N+:7]([O-:9])=[O:8])=[CH:5][N:4]([C:10]2[CH:15]=[CH:14][C:13]([S:16]([CH3:19])(=[O:18])=[O:17])=[CH:12][CH:11]=2)[N:3]=1.[CH3:20][C:21]1[N:25]([C:26]2[CH:31]=[CH:30][C:29]([S:32]([CH3:35])(=[O:34])=[O:33])=[CH:28][CH:27]=2)[N:24]=[CH:23][C:22]=1[N+:36]([O-:38])=[O:37]. Product: [CH3:20][C:21]1[N:25]([C:26]2[CH:27]=[CH:28][C:29]([S:32]([CH3:35])(=[O:34])=[O:33])=[CH:30][CH:31]=2)[N:24]=[CH:23][C:22]=1[N+:36]([O-:38])=[O:37].[CH3:1][C:2]1[C:6]([N+:7]([O-:9])=[O:8])=[CH:5][N:4]([C:10]2[CH:11]=[CH:12][C:13]([S:16]([CH3:19])(=[O:18])=[O:17])=[CH:14][CH:15]=2)[N:3]=1. The catalyst class is: 63. (3) Reactant: [F:1][P-:2]([F:7])([F:6])([F:5])([F:4])[F:3].[Br:8][P+:9]([N:20]1[CH2:24][CH2:23][CH2:22][CH2:21]1)([N:15]1[CH2:19][CH2:18][CH2:17][CH2:16]1)[N:10]1[CH2:14][CH2:13][CH2:12][CH2:11]1.ClCCl.CN1CCCC1=O.[CH:35]([N:38]([CH2:42][CH3:43])[CH:39]([CH3:41])[CH3:40])([CH3:37])[CH3:36]. Product: [CH2:23]1[CH2:24][N:20]([P+:9]([Br:8])([N:10]2[CH2:11][CH2:12][CH2:13][CH2:14]2)[N:15]2[CH2:19][CH2:18][CH2:17][CH2:16]2)[CH2:21][CH2:22]1.[F:1][P-:2]([F:7])([F:6])([F:5])([F:4])[F:3].[CH3:43][CH2:42][N:38]([CH:39]([CH3:41])[CH3:40])[CH:35]([CH3:37])[CH3:36]. The catalyst class is: 9. (4) Reactant: [C:1]([NH:4][C:5]1[CH:10]=[C:9](Cl)[N:8]=[C:7]([C:12]([O:14][CH3:15])=[O:13])[C:6]=1[Cl:16])(=[O:3])[CH3:2].[CH2:17]([O:19][CH:20]=[CH:21][Sn](CCCC)(CCCC)CCCC)[CH3:18].[F-].[Cs+].CCOCC. Product: [C:1]([NH:4][C:5]1[CH:10]=[C:9]([C:17]([O:19][CH2:20][CH3:21])=[CH2:18])[N:8]=[C:7]([C:12]([O:14][CH3:15])=[O:13])[C:6]=1[Cl:16])(=[O:3])[CH3:2]. The catalyst class is: 184. (5) Reactant: [CH3:1][O:2][C:3]1[CH:4]=[C:5]([O:21][C:22]2[CH:23]=[N:24][C:25]([CH2:28][O:29][CH3:30])=[CH:26][CH:27]=2)[CH:6]=[C:7]2[C:11]=1[NH:10][C:9]([C:12]1[S:13][CH:14]([CH2:17][C:18](O)=[O:19])[CH2:15][N:16]=1)=[CH:8]2.Cl.[CH2:32]([N:34]=C=NCCCN(C)C)C.O.ON1C2C=CC=CC=2N=N1.[Cl-].C[NH3+]. Product: [CH3:1][O:2][C:3]1[CH:4]=[C:5]([O:21][C:22]2[CH:23]=[N:24][C:25]([CH2:28][O:29][CH3:30])=[CH:26][CH:27]=2)[CH:6]=[C:7]2[C:11]=1[NH:10][C:9]([C:12]1[S:13][CH:14]([CH2:17][C:18]([NH:34][CH3:32])=[O:19])[CH2:15][N:16]=1)=[CH:8]2. The catalyst class is: 289. (6) Reactant: FC(F)(F)S([N:6]1[C:10]2[CH:11]=[CH:12][C:13]([C:15]([N:17]3[CH2:22][CH2:21][CH2:20][C@@H:19]4[C:23]5[CH:24]=[C:25](OS(C(F)(F)F)(=O)=O)[CH:26]=[CH:27][C:28]=5[CH2:29][C@H:18]34)=[O:16])=[CH:14][C:9]=2[N:8]=[CH:7]1)(=O)=O.N1[C:44]2C=CC=C[C:43]=2NC=1. Product: [NH:6]1[C:10]2[CH:11]=[CH:12][C:13]([C:15]([N:17]3[CH2:22][CH2:21][CH2:20][C@@H:19]4[C:23]5[CH:24]=[C:25]([C:43]#[CH:44])[CH:26]=[CH:27][C:28]=5[CH2:29][C@H:18]34)=[O:16])=[CH:14][C:9]=2[N:8]=[CH:7]1. The catalyst class is: 9.